Dataset: Reaction yield outcomes from USPTO patents with 853,638 reactions. Task: Predict the reaction yield, written as a fraction of the theoretical maximum amount of product (1.0 means a 100% yield; for example, 0.34 means a 34% yield). The reactants are [C:1]([C:3]1[CH:10]=[CH:9][C:6]([CH2:7]Br)=[CH:5][CH:4]=1)#[N:2].[Cl:11][C:12]1[CH:13]=[C:14]([CH2:34][CH:35]2[CH2:40][CH2:39][NH:38][CH2:37][CH2:36]2)[CH:15]=[C:16]2[C:20]=1[C:19](=[O:21])[N:18]([CH2:22][C:23]1[CH:28]=[CH:27][C:26]([O:29][C:30]([F:33])([F:32])[F:31])=[CH:25][CH:24]=1)[CH2:17]2.C(=O)([O-])[O-].[K+].[K+].C(#N)C. The catalyst is O. The product is [Cl:11][C:12]1[CH:13]=[C:14]([CH2:34][CH:35]2[CH2:40][CH2:39][N:38]([CH2:7][C:6]3[CH:9]=[CH:10][C:3]([C:1]#[N:2])=[CH:4][CH:5]=3)[CH2:37][CH2:36]2)[CH:15]=[C:16]2[C:20]=1[C:19](=[O:21])[N:18]([CH2:22][C:23]1[CH:28]=[CH:27][C:26]([O:29][C:30]([F:32])([F:33])[F:31])=[CH:25][CH:24]=1)[CH2:17]2. The yield is 0.990.